From a dataset of Catalyst prediction with 721,799 reactions and 888 catalyst types from USPTO. Predict which catalyst facilitates the given reaction. (1) Reactant: C([N:8]1[CH2:14][CH:13]2[N:15]([CH2:16][CH2:17][CH2:18][NH:19][C:20]3[CH:27]=[CH:26][C:23]([C:24]#[N:25])=[CH:22][CH:21]=3)[CH:10]([CH2:11][CH2:12]2)[CH2:9]1)C1C=CC=CC=1.Cl.C(Cl)Cl. Product: [CH:10]12[N:15]([CH2:16][CH2:17][CH2:18][NH:19][C:20]3[CH:21]=[CH:22][C:23]([C:24]#[N:25])=[CH:26][CH:27]=3)[CH:13]([CH2:12][CH2:11]1)[CH2:14][NH:8][CH2:9]2. The catalyst class is: 10. (2) Reactant: C([O-])([O-])=O.[Cs+].[Cs+].Br[C:8]1[CH:9]=[C:10]([C:15]2[N:16]=[N:17][N:18]([CH:20]([CH3:22])[CH3:21])[CH:19]=2)[C:11]([NH2:14])=[N:12][CH:13]=1.[N:23]1([C:29]([C:31]2[CH:32]=[C:33](B(O)O)[CH:34]=[CH:35][CH:36]=2)=[O:30])[CH2:28][CH2:27][O:26][CH2:25][CH2:24]1. Product: [NH2:14][C:11]1[N:12]=[CH:13][C:8]([C:35]2[CH:36]=[C:31]([C:29]([N:23]3[CH2:28][CH2:27][O:26][CH2:25][CH2:24]3)=[O:30])[CH:32]=[CH:33][CH:34]=2)=[CH:9][C:10]=1[C:15]1[N:16]=[N:17][N:18]([CH:20]([CH3:22])[CH3:21])[CH:19]=1. The catalyst class is: 70. (3) Reactant: [CH:1]([NH:4][C:5]([C:7]1[C:15]2[C:10](=[N:11][CH:12]=[C:13]([O:16][C:17]3[CH:25]=[C:24]4[C:20]([CH:21]=[CH:22][N:23]4[CH3:26])=[CH:19][CH:18]=3)[N:14]=2)[N:9](COCC[Si](C)(C)C)[CH:8]=1)=[O:6])([CH3:3])[CH3:2].[F-].C([N+](CCCC)(CCCC)CCCC)CCC.C(N)CN. Product: [CH:1]([NH:4][C:5]([C:7]1[C:15]2[C:10](=[N:11][CH:12]=[C:13]([O:16][C:17]3[CH:25]=[C:24]4[C:20]([CH:21]=[CH:22][N:23]4[CH3:26])=[CH:19][CH:18]=3)[N:14]=2)[NH:9][CH:8]=1)=[O:6])([CH3:3])[CH3:2]. The catalyst class is: 1. (4) Reactant: [NH:1]1[CH:5]=[C:4]([CH2:6][CH2:7][NH:8][C:9](=[O:24])[NH:10][CH:11]([CH2:15][C:16]2[CH:21]=[CH:20][C:19]([O:22][CH3:23])=[CH:18][CH:17]=2)[C:12]([OH:14])=O)[N:3]=[CH:2]1.C(N(C(C)C)CC)(C)C.CN(C(ON1N=NC2C=CC=CC1=2)=[N+](C)C)C.[B-](F)(F)(F)F.[C:56]([NH:60][C:61]([C:63]1([CH:69]2[CH2:74][CH2:73][CH2:72][CH2:71][CH2:70]2)[CH2:68][CH2:67][NH:66][CH2:65][CH2:64]1)=[O:62])([CH3:59])([CH3:58])[CH3:57]. Product: [C:56]([NH:60][C:61]([C:63]1([CH:69]2[CH2:74][CH2:73][CH2:72][CH2:71][CH2:70]2)[CH2:64][CH2:65][N:66]([C:12](=[O:14])[CH:11]([NH:10][C:9]([NH:8][CH2:7][CH2:6][C:4]2[N:3]=[CH:2][NH:1][CH:5]=2)=[O:24])[CH2:15][C:16]2[CH:21]=[CH:20][C:19]([O:22][CH3:23])=[CH:18][CH:17]=2)[CH2:67][CH2:68]1)=[O:62])([CH3:59])([CH3:57])[CH3:58]. The catalyst class is: 120.